From a dataset of Forward reaction prediction with 1.9M reactions from USPTO patents (1976-2016). Predict the product of the given reaction. (1) Given the reactants Cl[CH:2]1[CH2:7][CH2:6][CH2:5][CH2:4][C:3]1=[O:8].[CH2:9]([N:16]1[CH2:21][CH2:20][CH:19]([C:22]([NH2:24])=O)[CH2:18][CH2:17]1)[C:10]1[CH:15]=[CH:14][CH:13]=[CH:12][CH:11]=1, predict the reaction product. The product is: [CH2:9]([N:16]1[CH2:21][CH2:20][CH:19]([C:22]2[O:8][C:3]3[CH2:4][CH2:5][CH2:6][CH2:7][C:2]=3[N:24]=2)[CH2:18][CH2:17]1)[C:10]1[CH:15]=[CH:14][CH:13]=[CH:12][CH:11]=1. (2) Given the reactants [Cl:1][C:2]1[CH:10]=[C:9]2[C:5]([CH2:6][CH2:7][C:8]2=O)=[CH:4][CH:3]=1.[CH3:12][O:13][C:14]1[CH:19]=[CH:18][CH:17]=[CH:16][C:15]=1[Mg]Br.Cl.O.C1(C)C=CC(S(O)(=O)=O)=CC=1, predict the reaction product. The product is: [CH3:12][O:13][C:14]1[CH:19]=[CH:18][CH:17]=[CH:16][C:15]=1[C:8]1[C:9]2[C:5](=[CH:4][CH:3]=[C:2]([Cl:1])[CH:10]=2)[CH2:6][CH:7]=1.